From a dataset of Reaction yield outcomes from USPTO patents with 853,638 reactions. Predict the reaction yield, written as a fraction of the theoretical maximum amount of product (1.0 means a 100% yield; for example, 0.34 means a 34% yield). The reactants are Br[C:2]1[CH:26]=[C:5]2[CH2:6][N:7]([C:11]([O:13][CH2:14][C:15]3[CH:20]=[C:19]([C:21]([F:24])([F:23])[F:22])[CH:18]=[C:17]([Cl:25])[CH:16]=3)=[O:12])[CH2:8][CH2:9][CH2:10][N:4]2[N:3]=1.[N:27]1[CH:32]=[CH:31][C:30](B(O)O)=[CH:29][CH:28]=1.C([O-])([O-])=O.[K+].[K+]. The catalyst is O1CCOCC1.O.C1C=CC([P]([Pd]([P](C2C=CC=CC=2)(C2C=CC=CC=2)C2C=CC=CC=2)([P](C2C=CC=CC=2)(C2C=CC=CC=2)C2C=CC=CC=2)[P](C2C=CC=CC=2)(C2C=CC=CC=2)C2C=CC=CC=2)(C2C=CC=CC=2)C2C=CC=CC=2)=CC=1. The product is [N:27]1[CH:32]=[CH:31][C:30]([C:2]2[CH:26]=[C:5]3[CH2:6][N:7]([C:11]([O:13][CH2:14][C:15]4[CH:20]=[C:19]([C:21]([F:24])([F:23])[F:22])[CH:18]=[C:17]([Cl:25])[CH:16]=4)=[O:12])[CH2:8][CH2:9][CH2:10][N:4]3[N:3]=2)=[CH:29][CH:28]=1. The yield is 0.500.